This data is from Peptide-MHC class II binding affinity with 134,281 pairs from IEDB. The task is: Regression. Given a peptide amino acid sequence and an MHC pseudo amino acid sequence, predict their binding affinity value. This is MHC class II binding data. (1) The peptide sequence is KKITKVIMGAVLIWVGI. The MHC is DRB3_0202 with pseudo-sequence DRB3_0202. The binding affinity (normalized) is 0.631. (2) The peptide sequence is LEHEMWRSRADEINA. The MHC is HLA-DQA10303-DQB10402 with pseudo-sequence HLA-DQA10303-DQB10402. The binding affinity (normalized) is 0.445.